Task: Predict the product of the given reaction.. Dataset: Forward reaction prediction with 1.9M reactions from USPTO patents (1976-2016) (1) Given the reactants FC(F)(F)S(OO[Si](C)(C)C)(=O)=O.[CH3:14][O:15][C:16]1[CH:21]=[C:20]2[O:22][C:23](=O)[CH2:24][C:25]3([CH2:30][CH2:29][CH2:28][N:27]4[CH:31]=[N:32][CH:33]=[C:26]34)[C:19]2=[CH:18][CH:17]=1.C([SiH](CC)CC)C, predict the reaction product. The product is: [CH3:14][O:15][C:16]1[CH:21]=[C:20]2[O:22][CH2:23][CH2:24][C:25]3([CH2:30][CH2:29][CH2:28][N:27]4[CH:31]=[N:32][CH:33]=[C:26]34)[C:19]2=[CH:18][CH:17]=1. (2) Given the reactants [Cl:1][C:2]1[N:9]=C(Cl)C=[C:6]([C:11]2[CH:16]=[CH:15][C:14]([O:17][C:18]3[CH:23]=[CH:22][CH:21]=[CH:20][CH:19]=3)=[CH:13][CH:12]=2)[C:3]=1[C:4]#[N:5].[CH2:24]([N:26]([CH2:29][CH3:30])[CH2:27][CH3:28])[CH3:25].N1CCCC[CH2:32]1, predict the reaction product. The product is: [Cl:1][C:2]1[N:9]=[C:24]([N:26]2[CH2:29][CH2:30][CH2:32][CH2:28][CH2:27]2)[CH:25]=[C:6]([C:11]2[CH:16]=[CH:15][C:14]([O:17][C:18]3[CH:23]=[CH:22][CH:21]=[CH:20][CH:19]=3)=[CH:13][CH:12]=2)[C:3]=1[C:4]#[N:5]. (3) Given the reactants Cl[C:2]1[N:17]=[C:5]2[C:6]([C:10]3[CH:15]=[CH:14][C:13]([F:16])=[CH:12][CH:11]=3)=[CH:7][CH:8]=[CH:9][N:4]2[N:3]=1.[C:18]([O:22][C:23]([N:25]1[CH2:30][CH2:29][CH:28]([C:31]2[CH:36]=[CH:35][C:34]([NH2:37])=[CH:33][CH:32]=2)[CH2:27][CH2:26]1)=[O:24])([CH3:21])([CH3:20])[CH3:19], predict the reaction product. The product is: [C:18]([O:22][C:23]([N:25]1[CH2:30][CH2:29][CH:28]([C:31]2[CH:36]=[CH:35][C:34]([NH:37][C:2]3[N:17]=[C:5]4[C:6]([C:10]5[CH:15]=[CH:14][C:13]([F:16])=[CH:12][CH:11]=5)=[CH:7][CH:8]=[CH:9][N:4]4[N:3]=3)=[CH:33][CH:32]=2)[CH2:27][CH2:26]1)=[O:24])([CH3:21])([CH3:19])[CH3:20]. (4) Given the reactants [Cl:1][C:2]1[CH:3]=[CH:4][C:5]([NH:15][C:16]2[CH:17]=[C:18]3[C:22](=[CH:23][CH:24]=2)[C:21](=[O:25])[N:20]([C:26]2[CH:31]=[CH:30][CH:29]=[CH:28][CH:27]=2)[C:19]3=[O:32])=[C:6]([CH:14]=1)[C:7]([O:9]C(C)(C)C)=[O:8].FC(F)(F)C(O)=O, predict the reaction product. The product is: [Cl:1][C:2]1[CH:3]=[CH:4][C:5]([NH:15][C:16]2[CH:17]=[C:18]3[C:22](=[CH:23][CH:24]=2)[C:21](=[O:25])[N:20]([C:26]2[CH:31]=[CH:30][CH:29]=[CH:28][CH:27]=2)[C:19]3=[O:32])=[C:6]([CH:14]=1)[C:7]([OH:9])=[O:8]. (5) Given the reactants [C:1]([C:5]1[CH:6]=[C:7]([C:17]2[S:18][CH:19]=[C:20]([CH:22]3[CH2:27][CH2:26][NH:25][CH2:24][CH2:23]3)[N:21]=2)[CH:8]=[C:9]([C:13]([CH3:16])([CH3:15])[CH3:14])[C:10]=1[O:11][CH3:12])([CH3:4])([CH3:3])[CH3:2].[N:28]1[C:36]2[C:31](=[N:32][CH:33]=[CH:34][CH:35]=2)[N:30]([CH2:37][C:38](O)=[O:39])[CH:29]=1.CN1CCOCC1.O.ON1C2C=CC=CC=2N=N1.C(Cl)CCl.C(=O)(O)[O-].[Na+], predict the reaction product. The product is: [C:13]([C:9]1[CH:8]=[C:7]([C:17]2[S:18][CH:19]=[C:20]([CH:22]3[CH2:27][CH2:26][N:25]([C:38](=[O:39])[CH2:37][N:30]4[C:31]5=[N:32][CH:33]=[CH:34][CH:35]=[C:36]5[N:28]=[CH:29]4)[CH2:24][CH2:23]3)[N:21]=2)[CH:6]=[C:5]([C:1]([CH3:2])([CH3:3])[CH3:4])[C:10]=1[O:11][CH3:12])([CH3:16])([CH3:15])[CH3:14].